Dataset: Full USPTO retrosynthesis dataset with 1.9M reactions from patents (1976-2016). Task: Predict the reactants needed to synthesize the given product. (1) The reactants are: C([O:8][C:9]1[CH:36]=[CH:35][C:34]([C:37]2[CH:42]=[CH:41][CH:40]=[CH:39][N:38]=2)=[CH:33][C:10]=1[C:11]([NH:13][C:14]1[CH:26]=[C:25]([C:27]2[CH:32]=[CH:31][CH:30]=[CH:29][CH:28]=2)[CH:24]=[CH:23][C:15]=1[C:16]([O:18][C:19]([CH3:22])([CH3:21])[CH3:20])=[O:17])=[O:12])C1C=CC=CC=1. Given the product [OH:8][C:9]1[CH:36]=[CH:35][C:34]([C:37]2[CH:42]=[CH:41][CH:40]=[CH:39][N:38]=2)=[CH:33][C:10]=1[C:11]([NH:13][C:14]1[CH:26]=[C:25]([C:27]2[CH:32]=[CH:31][CH:30]=[CH:29][CH:28]=2)[CH:24]=[CH:23][C:15]=1[C:16]([O:18][C:19]([CH3:22])([CH3:21])[CH3:20])=[O:17])=[O:12], predict the reactants needed to synthesize it. (2) Given the product [CH2:29]([O:31][C:32]([CH:33]1[CH2:34][N:8]([CH2:1][C:2]2[CH:3]=[CH:4][CH:5]=[CH:6][CH:7]=2)[CH2:9][CH2:10][N:11]1[C:12]1[CH:17]=[CH:16][C:15]([F:18])=[CH:14][C:13]=1[CH3:19])=[O:37])[CH3:30], predict the reactants needed to synthesize it. The reactants are: [CH2:1]([NH:8][CH2:9][CH2:10][NH:11][C:12]1[CH:17]=[CH:16][C:15]([F:18])=[CH:14][C:13]=1[CH3:19])[C:2]1[CH:7]=[CH:6][CH:5]=[CH:4][CH:3]=1.C(N(CC)C(C)C)(C)C.[CH2:29]([O:31][C:32](=[O:37])[CH:33](Br)[CH2:34]Br)[CH3:30]. (3) Given the product [F:32][C:33]([F:38])([F:37])[C:34]([OH:36])=[O:35].[F:70][C:69]1[C:68]([O:71][CH3:72])=[CH:67][C:66]([O:73][CH3:74])=[C:65]([F:75])[C:64]=1[N:54]1[CH2:55][C:56]2[C:57](=[N:58][C:59]([NH:62][CH3:63])=[N:60][CH:61]=2)[N:52]([CH:49]2[CH2:50][CH2:51][NH:46][CH2:47][CH2:48]2)[C:53]1=[O:76], predict the reactants needed to synthesize it. The reactants are: ClC1C(OC)=CC(OC)=C(Cl)C=1N1CC2C(=NC(NC)=NC=2)N(C2CCNCC2)C1=O.[F:32][C:33]([F:38])([F:37])[C:34]([OH:36])=[O:35].C(OC([N:46]1[CH2:51][CH2:50][CH:49]([N:52]2[C:57]3=[N:58][C:59]([NH:62][CH3:63])=[N:60][CH:61]=[C:56]3[CH2:55][N:54]([C:64]3[C:69]([F:70])=[C:68]([O:71][CH3:72])[CH:67]=[C:66]([O:73][CH3:74])[C:65]=3[F:75])[C:53]2=[O:76])[CH2:48][CH2:47]1)=O)(C)(C)C. (4) Given the product [C:26]([O:29][CH2:30][O:18][C:17]([C:9]1[NH:10][C:11]2[C:16]([C:8]=1[NH:7][C:4]1[CH:5]=[CH:6][N:1]=[CH:2][CH:3]=1)=[CH:15][CH:14]=[CH:13][CH:12]=2)=[O:19])(=[O:28])[CH3:27], predict the reactants needed to synthesize it. The reactants are: [N:1]1[CH:6]=[CH:5][C:4]([NH:7][C:8]2[C:16]3[C:11](=[CH:12][CH:13]=[CH:14][CH:15]=3)[NH:10][C:9]=2[C:17]([OH:19])=[O:18])=[CH:3][CH:2]=1.C([O-])([O-])=O.[Cs+].[Cs+].[C:26]([O:29][CH2:30]Br)(=[O:28])[CH3:27].